The task is: Predict which catalyst facilitates the given reaction.. This data is from Catalyst prediction with 721,799 reactions and 888 catalyst types from USPTO. Reactant: Cl[C:2]1[CH:7]=[CH:6][N:5]=[C:4]2[CH:8]=[C:9]([C:11]([N:13]3[CH2:17][CH2:16][CH2:15][C@H:14]3[CH2:18][O:19][CH3:20])=[O:12])[S:10][C:3]=12.[CH:21]([NH:24][C:25]([C:27]1[C:31]2[CH:32]=[CH:33][C:34]([OH:36])=[CH:35][C:30]=2[O:29][C:28]=1[CH3:37])=[O:26])([CH3:23])[CH3:22].C([O-])([O-])=O.[Cs+].[Cs+]. Product: [CH:21]([NH:24][C:25]([C:27]1[C:31]2[CH:32]=[CH:33][C:34]([O:36][C:2]3[CH:7]=[CH:6][N:5]=[C:4]4[CH:8]=[C:9]([C:11]([N:13]5[CH2:17][CH2:16][CH2:15][C@H:14]5[CH2:18][O:19][CH3:20])=[O:12])[S:10][C:3]=34)=[CH:35][C:30]=2[O:29][C:28]=1[CH3:37])=[O:26])([CH3:23])[CH3:22]. The catalyst class is: 25.